From a dataset of Reaction yield outcomes from USPTO patents with 853,638 reactions. Predict the reaction yield, written as a fraction of the theoretical maximum amount of product (1.0 means a 100% yield; for example, 0.34 means a 34% yield). (1) The reactants are [N:1]1[CH:6]=[CH:5][CH:4]=[CH:3][C:2]=1/[CH:7]=[CH:8]/[C:9]([O:11][CH2:12][CH3:13])=[O:10].C(OCC)(=O)C. The catalyst is C(O)C.[Pd]. The product is [N:1]1[CH:6]=[CH:5][CH:4]=[CH:3][C:2]=1[CH2:7][CH2:8][C:9]([O:11][CH2:12][CH3:13])=[O:10]. The yield is 0.428. (2) The reactants are [F:1][C:2]1[C:21]([NH:22][C:23]([NH:25][C:26]2[CH:31]=[CH:30][N:29]=[C:28]([CH3:32])[CH:27]=2)=[O:24])=[CH:20][CH:19]=[CH:18][C:3]=1[CH2:4][N:5]1[CH2:10][CH2:9][N:8](C(OC(C)(C)C)=O)[CH2:7][CH2:6]1.Cl.CCN(CC)CC.[CH2:41]([S:43](Cl)(=[O:45])=[O:44])[CH3:42]. The catalyst is CO.C(Cl)Cl. The product is [CH2:41]([S:43]([N:8]1[CH2:9][CH2:10][N:5]([CH2:4][C:3]2[C:2]([F:1])=[C:21]([NH:22][C:23]([NH:25][C:26]3[CH:31]=[CH:30][N:29]=[C:28]([CH3:32])[CH:27]=3)=[O:24])[CH:20]=[CH:19][CH:18]=2)[CH2:6][CH2:7]1)(=[O:45])=[O:44])[CH3:42]. The yield is 0.900. (3) The yield is 1.00. The reactants are C(OC(=O)[NH:7][C@@H:8]1[C:14](=[O:15])[NH:13][C:12]2[CH:16]=[CH:17][C:18]([B:20]3[O:24][C:23]([CH3:26])([CH3:25])[C:22]([CH3:28])([CH3:27])[O:21]3)=[CH:19][C:11]=2[CH2:10][CH2:9]1)(C)(C)C.Cl. The product is [NH2:7][C@@H:8]1[C:14](=[O:15])[NH:13][C:12]2[CH:16]=[CH:17][C:18]([B:20]3[O:24][C:23]([CH3:26])([CH3:25])[C:22]([CH3:28])([CH3:27])[O:21]3)=[CH:19][C:11]=2[CH2:10][CH2:9]1. The catalyst is C(Cl)Cl. (4) The reactants are [ClH:1].[NH2:2][CH:3]1[CH:12]([CH2:13][C:14]2[CH:19]=[CH:18][CH:17]=[CH:16][CH:15]=2)[C:11]2[CH:10]=[C:9]([O:20][CH2:21][CH2:22][N:23]([CH3:33])[S:24]([C:27]3[N:28]=[CH:29][N:30]([CH3:32])[CH:31]=3)(=[O:26])=[O:25])[CH:8]=[CH:7][C:6]=2[CH2:5][CH2:4]1.Br[CH2:35][CH2:36][CH2:37][CH2:38]Br.C(N(CC)CC)C.O. The catalyst is C(#N)C.C(OCC)(=O)C. The product is [ClH:1].[CH2:13]([CH:12]1[C:11]2[CH:10]=[C:9]([O:20][CH2:21][CH2:22][N:23]([CH3:33])[S:24]([C:27]3[N:28]=[CH:29][N:30]([CH3:32])[CH:31]=3)(=[O:26])=[O:25])[CH:8]=[CH:7][C:6]=2[CH2:5][CH2:4][CH:3]1[N:2]1[CH2:38][CH2:37][CH2:36][CH2:35]1)[C:14]1[CH:15]=[CH:16][CH:17]=[CH:18][CH:19]=1. The yield is 0.100. (5) The reactants are [CH:1]([C:3]1[CH:10]=[CH:9][C:6]([CH2:7][Cl:8])=[CH:5][CH:4]=1)=[CH2:2].[CH3:11][O:12][CH2:13][CH2:14][O:15][CH2:16][CH2:17][N:18]([CH2:26][CH2:27][O:28][CH2:29][CH2:30][O:31][CH3:32])[CH2:19][CH2:20][O:21][CH2:22][CH2:23][O:24][CH3:25]. The catalyst is CC#N. The product is [Cl-:8].[CH3:11][O:12][CH2:13][CH2:14][O:15][CH2:16][CH2:17][N+:18]([CH2:26][CH2:27][O:28][CH2:29][CH2:30][O:31][CH3:32])([CH2:19][CH2:20][O:21][CH2:22][CH2:23][O:24][CH3:25])[CH2:7][C:6]1[CH:9]=[CH:10][C:3]([CH:1]=[CH2:2])=[CH:4][CH:5]=1. The yield is 0.980. (6) The reactants are [OH:1][C:2]1[C:7]([CH:8]([CH3:10])[CH3:9])=[N:6][N:5]([CH2:11][C:12]2[CH:17]=[CH:16][CH:15]=[CH:14][C:13]=2[C:18]2[CH:23]=[CH:22][C:21]([N+:24]([O-])=O)=[CH:20][CH:19]=2)[C:4](=[O:27])[C:3]=1[C:28]([NH:30][CH2:31][C:32]([OH:34])=[O:33])=[O:29].[H][H]. The catalyst is [Pd].CO.C(OCC)(=O)C. The product is [NH2:24][C:21]1[CH:20]=[CH:19][C:18]([C:13]2[CH:14]=[CH:15][CH:16]=[CH:17][C:12]=2[CH2:11][N:5]2[C:4](=[O:27])[C:3]([C:28]([NH:30][CH2:31][C:32]([OH:34])=[O:33])=[O:29])=[C:2]([OH:1])[C:7]([CH:8]([CH3:10])[CH3:9])=[N:6]2)=[CH:23][CH:22]=1. The yield is 0.453. (7) The yield is 0.490. The catalyst is C([SiH](CC)CC)C.FC(F)(F)C(O)=O. The reactants are [C:1]([C:3]1[CH:4]=[N:5][N:6](COCC[Si](C)(C)C)[C:7]=1[C:8]1[CH:9]=[C:10]([CH:15]=[CH:16][C:17]=1[CH3:18])[C:11]([O:13][CH3:14])=[O:12])#[N:2]. The product is [C:1]([C:3]1[CH:4]=[N:5][NH:6][C:7]=1[C:8]1[CH:9]=[C:10]([CH:15]=[CH:16][C:17]=1[CH3:18])[C:11]([O:13][CH3:14])=[O:12])#[N:2]. (8) The reactants are [Cl:1][C:2]1[N:7]=[CH:6][C:5]([OH:8])=[C:4]([CH3:9])[CH:3]=1.C(=O)([O-])[O-].[Cs+].[Cs+].FC(F)(F)S(O[CH2:22][C:23]([F:26])([F:25])[F:24])(=O)=O. The yield is 0.950. The product is [Cl:1][C:2]1[CH:3]=[C:4]([CH3:9])[C:5]([O:8][CH2:22][C:23]([F:26])([F:25])[F:24])=[CH:6][N:7]=1. The catalyst is CN(C=O)C.